This data is from P-glycoprotein inhibition data for predicting drug efflux from Broccatelli et al.. The task is: Regression/Classification. Given a drug SMILES string, predict its absorption, distribution, metabolism, or excretion properties. Task type varies by dataset: regression for continuous measurements (e.g., permeability, clearance, half-life) or binary classification for categorical outcomes (e.g., BBB penetration, CYP inhibition). Dataset: pgp_broccatelli. (1) The drug is Oc1ccc2[nH]cc(CCCCN3CC=C(c4ccccc4)CC3)c2c1. The result is 1 (inhibitor). (2) The compound is O=C(O)/C=C/c1ccc(O)c(O)c1. The result is 0 (non-inhibitor).